This data is from HIV replication inhibition screening data with 41,000+ compounds from the AIDS Antiviral Screen. The task is: Binary Classification. Given a drug SMILES string, predict its activity (active/inactive) in a high-throughput screening assay against a specified biological target. (1) The compound is CN(C)CCCNc1c(C#N)[n+]([O-])c2cc(Cl)ccc2[n+]1[O-]. The result is 0 (inactive). (2) The molecule is N#CCCN(C(=O)Nc1cccc(C(F)(F)F)c1)C1CCCCC1. The result is 0 (inactive). (3) The drug is CC(=NNC(=N)SB(F)F)c1ccc2ccccc2c1. The result is 0 (inactive). (4) The drug is Cn1c(=O)n2n(c1=O)Cc1cccc3cccc(c13)C2. The result is 0 (inactive). (5) The compound is CCC1NC(=O)C(C(O)C(C)C)N(C)C(=O)C(C(C)C)N(C)C(=O)C(CC(C)C)N(C)C(=O)C(CC(C)C)N(C)C(=O)C(C)NC(=O)C(CCCCNC(=O)C(Cc2ccccc2)NC(=O)C(NC(=O)C2CCCN2CC(O)C(Cc2ccccc2)NC(=O)C(CC(N)=O)NC(=O)OCc2ccccc2)C(C)CC)NC(=O)C(CC(C)C)N(C)C(=O)C(C(C)C)NC(=O)C(CC(C)C)N(C)C(=O)C(CO)N(C)C1=O. The result is 1 (active). (6) The compound is C[Si](C)(C)C=CCCNC(C#N)c1ccccc1. The result is 0 (inactive). (7) The drug is CCc1ccc(C(C#N)=Cc2ccc(OC)cc2)cc1. The result is 0 (inactive). (8) The compound is CCCCN1CC(OC(=O)CCC)C(OC(=O)CCC)C(OC(=O)CCC)C1COC(=O)CCC. The result is 0 (inactive).